Dataset: NCI-60 drug combinations with 297,098 pairs across 59 cell lines. Task: Regression. Given two drug SMILES strings and cell line genomic features, predict the synergy score measuring deviation from expected non-interaction effect. Drug 1: CC1=C2C(C(=O)C3(C(CC4C(C3C(C(C2(C)C)(CC1OC(=O)C(C(C5=CC=CC=C5)NC(=O)OC(C)(C)C)O)O)OC(=O)C6=CC=CC=C6)(CO4)OC(=O)C)OC)C)OC. Drug 2: CC12CCC(CC1=CCC3C2CCC4(C3CC=C4C5=CN=CC=C5)C)O. Cell line: NCI/ADR-RES. Synergy scores: CSS=30.5, Synergy_ZIP=8.79, Synergy_Bliss=12.6, Synergy_Loewe=11.0, Synergy_HSA=12.8.